Dataset: Forward reaction prediction with 1.9M reactions from USPTO patents (1976-2016). Task: Predict the product of the given reaction. (1) Given the reactants [Cl:1][C:2]1[C:26]([O:27][CH2:28][CH3:29])=[CH:25][C:5]([CH2:6][N:7]2[CH2:12][CH2:11][CH:10]([NH:13][C:14](=[O:24])[C:15]3[CH:20]=[C:19]([O:21][CH3:22])[CH:18]=[C:17]([OH:23])[CH:16]=3)[CH2:9][CH2:8]2)=[CH:4][C:3]=1[O:30][CH2:31][CH3:32].[CH3:33][S:34](Cl)(=[O:36])=[O:35].C(N(C(C)C)C(C)C)C, predict the reaction product. The product is: [Cl:1][C:2]1[C:3]([O:30][CH2:31][CH3:32])=[CH:4][C:5]([CH2:6][N:7]2[CH2:12][CH2:11][CH:10]([NH:13][C:14]([C:15]3[CH:16]=[C:17]([O:23][S:34]([CH3:33])(=[O:36])=[O:35])[CH:18]=[C:19]([O:21][CH3:22])[CH:20]=3)=[O:24])[CH2:9][CH2:8]2)=[CH:25][C:26]=1[O:27][CH2:28][CH3:29]. (2) Given the reactants [C:1]([O:5][C:6]([N:8]1[C:16]2[C:11](=[C:12]([N:17]3[CH2:22][CH2:21][N:20]([C:23]([O:25][C:26]([CH3:29])([CH3:28])[CH3:27])=[O:24])[CH2:19][CH2:18]3)[CH:13]=[CH:14][CH:15]=2)[CH:10]=[CH:9]1)=[O:7])([CH3:4])([CH3:3])[CH3:2].[Li]C(C)(C)C.[F:35][C:36]1[CH:41]=[CH:40][CH:39]=[CH:38][C:37]=1[S:42](F)(=[O:44])=[O:43], predict the reaction product. The product is: [C:1]([O:5][C:6]([N:8]1[C:16]2[C:11](=[C:12]([N:17]3[CH2:18][CH2:19][N:20]([C:23]([O:25][C:26]([CH3:29])([CH3:28])[CH3:27])=[O:24])[CH2:21][CH2:22]3)[CH:13]=[CH:14][CH:15]=2)[CH:10]=[C:9]1[S:42]([C:37]1[CH:38]=[CH:39][CH:40]=[CH:41][C:36]=1[F:35])(=[O:44])=[O:43])=[O:7])([CH3:4])([CH3:3])[CH3:2]. (3) Given the reactants [Br:1][C:2]1[CH:3]=[N:4][CH:5]=[C:6]([CH:10]=1)[C:7]([OH:9])=O.[CH:11]1([NH2:17])[CH2:16][CH2:15][CH2:14][CH2:13][CH2:12]1.CCN(C(C)C)C(C)C.CN(C(ON1N=NC2C=CC=NC1=2)=[N+](C)C)C.F[P-](F)(F)(F)(F)F, predict the reaction product. The product is: [Br:1][C:2]1[CH:3]=[N:4][CH:5]=[C:6]([CH:10]=1)[C:7]([NH:17][CH:11]1[CH2:16][CH2:15][CH2:14][CH2:13][CH2:12]1)=[O:9]. (4) Given the reactants [NH:1]([CH2:3][C:4]1[CH:5]=[C:6]2[C:10](=[CH:11][CH:12]=1)[NH:9][CH:8]=[C:7]2[CH2:13][CH2:14][N:15]([CH3:17])[CH3:16])[NH2:2].[N:18]1[CH:23]=NC=N[CH:19]=1, predict the reaction product. The product is: [CH3:17][N:15]([CH2:14][CH2:13][C:7]1[C:6]2[CH:5]=[C:4]([CH2:3][N:1]3[N:2]=[CH:23][N:18]=[CH:19]3)[CH:12]=[CH:11][C:10]=2[NH:9][CH:8]=1)[CH3:16]. (5) Given the reactants [Br:1][C:2]1[CH:3]=[C:4]([CH:7]=[C:8]([O:12][CH3:13])[C:9]=1[O:10][CH3:11])[CH:5]=[O:6].S(=O)(=O)([OH:16])N.[O-]Cl=O.[Na+], predict the reaction product. The product is: [Br:1][C:2]1[CH:3]=[C:4]([CH:7]=[C:8]([O:12][CH3:13])[C:9]=1[O:10][CH3:11])[C:5]([OH:16])=[O:6].